This data is from Catalyst prediction with 721,799 reactions and 888 catalyst types from USPTO. The task is: Predict which catalyst facilitates the given reaction. (1) Reactant: [CH3:1][C:2]1[CH:3]=[CH:4][C:5]([N:38]([CH3:43])[S:39]([CH3:42])(=[O:41])=[O:40])=[C:6]([CH:37]=1)[CH2:7][N:8]1[C:12]2[N:13]=[C:14]([NH:17][C:18]3[CH:23]=[CH:22][C:21]([N:24]4[CH2:29][CH2:28][N:27](C(OC(C)(C)C)=O)[CH2:26][CH2:25]4)=[CH:20][CH:19]=3)[N:15]=[CH:16][C:11]=2[CH:10]=[CH:9]1.FC(F)(F)C(O)=O.CO.C(Cl)Cl.C([O-])(O)=O.[Na+]. Product: [CH3:43][N:38]([C:5]1[CH:4]=[CH:3][C:2]([CH3:1])=[CH:37][C:6]=1[CH2:7][N:8]1[C:12]2[N:13]=[C:14]([NH:17][C:18]3[CH:19]=[CH:20][C:21]([N:24]4[CH2:25][CH2:26][NH:27][CH2:28][CH2:29]4)=[CH:22][CH:23]=3)[N:15]=[CH:16][C:11]=2[CH:10]=[CH:9]1)[S:39]([CH3:42])(=[O:41])=[O:40]. The catalyst class is: 46. (2) Reactant: [C:1]([C@@H:3]([NH:22][C:23]([C:25]1([NH:31]C(=O)OC(C)(C)C)[CH2:30][CH2:29][O:28][CH2:27][CH2:26]1)=[O:24])[CH2:4][C:5]1[CH:10]=[CH:9][C:8]([C:11]2[CH:16]=[CH:15][C:14]([S:17]([CH2:20][CH3:21])(=[O:19])=[O:18])=[CH:13][CH:12]=2)=[CH:7][CH:6]=1)#[N:2]. Product: [NH2:31][C:25]1([C:23]([NH:22][C@H:3]([C:1]#[N:2])[CH2:4][C:5]2[CH:6]=[CH:7][C:8]([C:11]3[CH:16]=[CH:15][C:14]([S:17]([CH2:20][CH3:21])(=[O:19])=[O:18])=[CH:13][CH:12]=3)=[CH:9][CH:10]=2)=[O:24])[CH2:26][CH2:27][O:28][CH2:29][CH2:30]1. The catalyst class is: 106.